Dataset: Full USPTO retrosynthesis dataset with 1.9M reactions from patents (1976-2016). Task: Predict the reactants needed to synthesize the given product. (1) Given the product [CH3:1][C:2]([CH3:17])([CH3:16])[C:3]([NH:5][CH2:6][CH2:7][C:8]1[CH:9]=[CH:10][C:11]([CH2:12][NH2:13])=[CH:14][CH:15]=1)=[O:4], predict the reactants needed to synthesize it. The reactants are: [CH3:1][C:2]([CH3:17])([CH3:16])[C:3]([NH:5][CH2:6][CH2:7][C:8]1[CH:15]=[CH:14][C:11]([C:12]#[N:13])=[CH:10][CH:9]=1)=[O:4]. (2) Given the product [F:12][C:13]1[CH:14]=[C:15]([CH2:23][CH2:24][CH:25]=[O:26])[CH:16]=[CH:17][C:18]=1[C:19]([F:21])([F:22])[F:20], predict the reactants needed to synthesize it. The reactants are: [Cr](Cl)([O-])(=O)=O.[NH+]1C=CC=CC=1.[F:12][C:13]1[CH:14]=[C:15]([CH2:23][CH2:24][CH2:25][OH:26])[CH:16]=[CH:17][C:18]=1[C:19]([F:22])([F:21])[F:20]. (3) The reactants are: [CH3:1][C:2]1([CH3:14])[O:6][C@H:5]2[O:7][C@H:8]([C@H:10]([OH:13])[CH2:11][OH:12])[CH2:9][C@H:4]2[O:3]1.[C:15]1([CH3:25])[CH:20]=[CH:19][C:18]([S:21](Cl)(=[O:23])=[O:22])=[CH:17][CH:16]=1. Given the product [CH3:25][C:15]1[CH:20]=[CH:19][C:18]([S:21]([O:12][CH2:11][C@H:10]([C@H:8]2[O:7][C@@H:5]3[O:6][C:2]([CH3:14])([CH3:1])[O:3][C@@H:4]3[CH2:9]2)[OH:13])(=[O:23])=[O:22])=[CH:17][CH:16]=1, predict the reactants needed to synthesize it. (4) Given the product [F:1][C:2]1[CH:3]=[C:4]2[C:8](=[CH:9][CH:10]=1)[N:7]([CH2:11][C:12]([O:14][CH3:15])=[O:13])[C:6]([CH3:16])=[C:5]2[CH2:17][C:18]1[CH:23]=[CH:22][C:21](=[O:24])[N:20]([CH2:25][C:53]2[CH:52]=[N:51][CH:48]=[CH:49][CH:54]=2)[N:19]=1, predict the reactants needed to synthesize it. The reactants are: [F:1][C:2]1[CH:3]=[C:4]2[C:8](=[CH:9][CH:10]=1)[N:7]([CH2:11][C:12]([O:14][CH3:15])=[O:13])[C:6]([CH3:16])=[C:5]2[CH2:17][C:18]1[CH:23]=[CH:22][C:21](=[O:24])[N:20]([CH2:25]C2C=CN=CC=2)[N:19]=1.FC1C=C2C(=CC=1)N(CC(OC)=O)C(C)=C2[CH2:48][C:49]1[CH:54]=[CH:53][C:52](=O)[NH:51]N=1.C(=O)([O-])[O-].[Cs+].[Cs+].Br.BrCC1C=NC=CC=1. (5) Given the product [Cl:21][C:16]1[CH:17]=[CH:18][CH:19]=[CH:20][C:15]=1[S:12]([N:9]1[CH2:8][CH2:7][C:6]2([C:4](=[O:5])[N:39]([CH2:38][CH2:37][C:33]3[CH:34]=[CH:35][CH:36]=[C:31]([F:30])[CH:32]=3)[CH2:23][CH2:22]2)[CH2:11][CH2:10]1)(=[O:13])=[O:14], predict the reactants needed to synthesize it. The reactants are: C(O[C:4]([C:6]1([CH2:22][CH2:23]OC)[CH2:11][CH2:10][N:9]([S:12]([C:15]2[CH:20]=[CH:19][CH:18]=[CH:17][C:16]=2[Cl:21])(=[O:14])=[O:13])[CH2:8][CH2:7]1)=[O:5])C.[Cl-].C[Al+]C.[F:30][C:31]1[CH:32]=[C:33]([CH2:37][CH2:38][NH2:39])[CH:34]=[CH:35][CH:36]=1.